This data is from Full USPTO retrosynthesis dataset with 1.9M reactions from patents (1976-2016). The task is: Predict the reactants needed to synthesize the given product. (1) Given the product [Br:1][C:2]1[CH:8]=[C:7]([C:9]2[N:10]=[CH:11][O:12][CH:13]=2)[C:6]([O:14][CH3:15])=[CH:5][C:3]=1[N:4]([CH2:19][C:20]1[CH:25]=[CH:24][C:23]([O:26][CH3:27])=[CH:22][CH:21]=1)[CH2:19][C:20]1[CH:25]=[CH:24][C:23]([O:26][CH3:27])=[CH:22][CH:21]=1, predict the reactants needed to synthesize it. The reactants are: [Br:1][C:2]1[CH:8]=[C:7]([C:9]2[N:10]=[CH:11][O:12][CH:13]=2)[C:6]([O:14][CH3:15])=[CH:5][C:3]=1[NH2:4].[H-].[Na+].Cl[CH2:19][C:20]1[CH:25]=[CH:24][C:23]([O:26][CH3:27])=[CH:22][CH:21]=1. (2) Given the product [Br:24][C:25]1[N:30]=[C:29]([C@:31]([NH:33][S@@:34]([C:36]([CH3:38])([CH3:39])[CH3:37])=[O:35])([CH3:32])[CH2:18][S:6]([C:2]([C:3]#[N:4])([CH3:1])[CH3:5])(=[N:8][CH2:9][CH2:10][O:11][CH:12]2[CH2:17][CH2:16][CH2:15][CH2:14][O:13]2)=[O:7])[C:28]([F:40])=[C:27]([Si:41]([CH2:46][CH3:47])([CH2:42][CH3:43])[CH2:44][CH3:45])[CH:26]=1, predict the reactants needed to synthesize it. The reactants are: [CH3:1][C:2]([S:6]([CH3:18])(=[N:8][CH2:9][CH2:10][O:11][CH:12]1[CH2:17][CH2:16][CH2:15][CH2:14][O:13]1)=[O:7])([CH3:5])[C:3]#[N:4].[Li]CCCC.[Br:24][C:25]1[N:30]=[C:29](/[C:31](=[N:33]/[S@@:34]([C:36]([CH3:39])([CH3:38])[CH3:37])=[O:35])/[CH3:32])[C:28]([F:40])=[C:27]([Si:41]([CH2:46][CH3:47])([CH2:44][CH3:45])[CH2:42][CH3:43])[CH:26]=1. (3) Given the product [Cl:1][C:2]1[C:3]([CH2:12][CH:13]([NH:14][C:15](=[O:26])[C:16]2[CH:21]=[CH:20][CH:19]=[CH:18][C:17]=2[C:22]([F:23])([F:24])[F:25])[O:35][CH3:33])=[N:4][CH:5]=[C:6]([C:8]([F:9])([F:11])[F:10])[CH:7]=1, predict the reactants needed to synthesize it. The reactants are: [Cl:1][C:2]1[C:3]([CH2:12][CH:13]=[N:14][C:15](=[O:26])[C:16]2[CH:21]=[CH:20][CH:19]=[CH:18][C:17]=2[C:22]([F:25])([F:24])[F:23])=[N:4][CH:5]=[C:6]([C:8]([F:11])([F:10])[F:9])[CH:7]=1.S(=O)(=O)(O)O.Cl[CH2:33]Cl.[OH2:35]. (4) Given the product [C:1]1([NH:7][C:8]([N:10]2[CH2:15][CH2:14][N:13]([CH2:20][C:19]3[CH:22]=[CH:23][C:24]([Cl:25])=[C:17]([Cl:16])[CH:18]=3)[CH2:12][CH2:11]2)=[O:9])[CH:6]=[CH:5][CH:4]=[CH:3][CH:2]=1, predict the reactants needed to synthesize it. The reactants are: [C:1]1([NH:7][C:8]([N:10]2[CH2:15][CH2:14][NH:13][CH2:12][CH2:11]2)=[O:9])[CH:6]=[CH:5][CH:4]=[CH:3][CH:2]=1.[Cl:16][C:17]1[CH:18]=[C:19]([CH:22]=[CH:23][C:24]=1[Cl:25])[CH:20]=O. (5) Given the product [C:21]([N:4]1[C:5]2[C:10](=[CH:9][CH:8]=[CH:7][CH:6]=2)[NH:1][C:2](=[O:11])[CH2:3]1)(=[O:23])[CH3:22], predict the reactants needed to synthesize it. The reactants are: [NH:1]1[C:10]2[C:5](=[CH:6][CH:7]=[CH:8][CH:9]=2)[NH:4][CH2:3][C:2]1=[O:11].C(N(C(C)C)CC)(C)C.[C:21](OC(=O)C)(=[O:23])[CH3:22]. (6) Given the product [C:28]([C:25]1[C:26]([Cl:27])=[C:22]([C:20]2[NH:16][C:15]3[C:10]([O:9][CH2:8][CH2:7][O:6][Si:5]([C:1]([CH3:4])([CH3:2])[CH3:3])([CH3:44])[CH3:43])=[N:11][C:12]([C:33]4[CH:38]=[CH:37][CH:36]=[CH:35][C:34]=4[C:39]([F:40])([F:42])[F:41])=[CH:13][C:14]=3[N:19]=2)[N:23]([CH3:32])[N:24]=1)([CH3:29])([CH3:30])[CH3:31], predict the reactants needed to synthesize it. The reactants are: [C:1]([Si:5]([CH3:44])([CH3:43])[O:6][CH2:7][CH2:8][O:9][C:10]1[C:15]([N+:16]([O-])=O)=[C:14]([NH:19][C:20]([C:22]2[N:23]([CH3:32])[N:24]=[C:25]([C:28]([CH3:31])([CH3:30])[CH3:29])[C:26]=2[Cl:27])=O)[CH:13]=[C:12]([C:33]2[CH:38]=[CH:37][CH:36]=[CH:35][C:34]=2[C:39]([F:42])([F:41])[F:40])[N:11]=1)([CH3:4])([CH3:3])[CH3:2].CC(O)=O.CCO. (7) Given the product [CH2:22]([CH:17]1[CH2:18][CH2:19][CH2:20][CH2:21][N:16]1[C:14]1[CH:15]=[C:10]([CH:5]([CH2:6][CH:7]([CH3:8])[CH3:9])[C:4]([OH:34])=[O:3])[CH:11]=[C:12]([C:24]2[CH:29]=[CH:28][C:27]([C:30]([F:31])([F:32])[F:33])=[CH:26][CH:25]=2)[CH:13]=1)[CH3:23], predict the reactants needed to synthesize it. The reactants are: C([O:3][C:4](=[O:34])[CH:5]([C:10]1[CH:11]=[C:12]([C:24]2[CH:29]=[CH:28][C:27]([C:30]([F:33])([F:32])[F:31])=[CH:26][CH:25]=2)[CH:13]=[C:14]([N:16]2[CH2:21][CH2:20][CH2:19][CH2:18][CH:17]2[CH2:22][CH3:23])[CH:15]=1)[CH2:6][CH:7]([CH3:9])[CH3:8])C.[OH-].[Na+].